From a dataset of Catalyst prediction with 721,799 reactions and 888 catalyst types from USPTO. Predict which catalyst facilitates the given reaction. Reactant: [H-].[Al+3].[Li+].[H-].[H-].[H-].C1COCC1.[F:12][C:13]1[CH:14]=[C:15]([NH:20][C:21](=O)[O-])[CH:16]=[CH:17][C:18]=1[F:19].[OH-].[Na+]. Product: [F:12][C:13]1[CH:14]=[C:15]([NH:20][CH3:21])[CH:16]=[CH:17][C:18]=1[F:19]. The catalyst class is: 6.